From a dataset of HIV replication inhibition screening data with 41,000+ compounds from the AIDS Antiviral Screen. Binary Classification. Given a drug SMILES string, predict its activity (active/inactive) in a high-throughput screening assay against a specified biological target. (1) The molecule is CC[N+](CC)(CC)CC.O=[Re+]12([SH+]CC[SH+]1)[SH+]CC[SH+]2. The result is 0 (inactive). (2) The compound is CC(=O)Nc1ccc(C=C2NC(=S)N(C=C3C(=O)Oc4ccccc4C3=O)C2=O)cc1. The result is 0 (inactive).